Dataset: Reaction yield outcomes from USPTO patents with 853,638 reactions. Task: Predict the reaction yield, written as a fraction of the theoretical maximum amount of product (1.0 means a 100% yield; for example, 0.34 means a 34% yield). The reactants are [Cl:1][C:2]1[CH:7]=[C:6]([O:8][CH3:9])[C:5]([F:10])=[CH:4][C:3]=1[C:11]1[CH:16]=[CH:15][N:14]=[C:13]([NH:17][CH:18]([CH2:21][O:22][CH3:23])[CH2:19][CH3:20])[C:12]=1[N+:24]([O-])=O.Cl[Sn]Cl. No catalyst specified. The product is [Cl:1][C:2]1[CH:7]=[C:6]([O:8][CH3:9])[C:5]([F:10])=[CH:4][C:3]=1[C:11]1[CH:16]=[CH:15][N:14]=[C:13]([NH:17][CH:18]([CH2:21][O:22][CH3:23])[CH2:19][CH3:20])[C:12]=1[NH2:24]. The yield is 0.940.